This data is from Full USPTO retrosynthesis dataset with 1.9M reactions from patents (1976-2016). The task is: Predict the reactants needed to synthesize the given product. (1) Given the product [OH:3][CH:4]1[CH:9]([OH:10])[CH:8]([OH:11])[CH:7]([OH:13])[O:6][CH:5]1[CH2:16][O:17][C:19](=[O:42])[CH2:20][CH2:21][CH2:22][CH2:23][CH2:24][CH2:25][CH2:26][CH2:27][C:28]#[C:29][C:30]#[C:31][CH2:32][CH2:33][CH2:34][CH2:35][CH2:36][CH2:37][CH2:38][CH2:39][CH2:40][CH3:41], predict the reactants needed to synthesize it. The reactants are: CC1(C)[O:10][C@H:9]2[C@H:4]([C@@H:5]([CH2:16][OH:17])[O:6][C@@H:7]3[O:13]C(C)(C)[O:11][C@@H:8]32)[O:3]1.[C:19](O)(=[O:42])[CH2:20][CH2:21][CH2:22][CH2:23][CH2:24][CH2:25][CH2:26][CH2:27][C:28]#[C:29][C:30]#[C:31][CH2:32][CH2:33][CH2:34][CH2:35][CH2:36][CH2:37][CH2:38][CH2:39][CH2:40][CH3:41].C(N=C=NCCCN(C)C)C. (2) Given the product [CH2:1]([O:3][C:4](=[O:14])[CH2:5][N:6]([CH2:7][C:8]1[CH:13]=[CH:12][CH:11]=[CH:10][CH:9]=1)[CH2:16][CH2:17][CH2:18][C:19]#[N:20])[CH3:2], predict the reactants needed to synthesize it. The reactants are: [CH2:1]([O:3][C:4](=[O:14])[CH2:5][NH:6][CH2:7][C:8]1[CH:13]=[CH:12][CH:11]=[CH:10][CH:9]=1)[CH3:2].Br[CH2:16][CH2:17][CH2:18][C:19]#[N:20].C([O-])([O-])=O.[K+].[K+].